The task is: Predict the reaction yield, written as a fraction of the theoretical maximum amount of product (1.0 means a 100% yield; for example, 0.34 means a 34% yield).. This data is from Reaction yield outcomes from USPTO patents with 853,638 reactions. (1) The reactants are [CH2:1]([N:4]([CH2:15][CH:16](OC)[O:17]C)[C:5](=[O:14])[O:6][CH2:7][C:8]1[CH:13]=[CH:12][CH:11]=[CH:10][CH:9]=1)[CH:2]=[CH2:3].C(O)=O. The catalyst is O. The product is [CH2:1]([N:4]([CH2:15][CH:16]=[O:17])[C:5](=[O:14])[O:6][CH2:7][C:8]1[CH:13]=[CH:12][CH:11]=[CH:10][CH:9]=1)[CH:2]=[CH2:3]. The yield is 0.990. (2) The reactants are [F:1][C:2]1[CH:7]=[CH:6][C:5]([N:8]2[C:12]3=[N:13][CH:14]=[CH:15][C:16](B(O)O)=[C:11]3[CH:10]=[N:9]2)=[CH:4][CH:3]=1.[CH3:20][O:21][C:22]([C:24]1[CH:29]=[CH:28][N:27]=[CH:26][C:25]=1Br)=[O:23].C(=O)([O-])[O-].[K+].[K+].C(Cl)Cl. The catalyst is CN1C(=O)CCC1.O.C1C=CC(P(C2C=CC=CC=2)[C-]2C=CC=C2)=CC=1.C1C=CC(P(C2C=CC=CC=2)[C-]2C=CC=C2)=CC=1.Cl[Pd]Cl.[Fe+2]. The product is [F:1][C:2]1[CH:7]=[CH:6][C:5]([N:8]2[C:12]3=[N:13][CH:14]=[CH:15][C:16]([C:29]4[CH:28]=[N:27][CH:26]=[CH:25][C:24]=4[C:22]([O:21][CH3:20])=[O:23])=[C:11]3[CH:10]=[N:9]2)=[CH:4][CH:3]=1. The yield is 0.198. (3) The reactants are [CH3:1][C:2]1[CH:7]=[CH:6][CH:5]=[CH:4][C:3]=1[NH:8][C:9](=[O:21])[NH:10][C:11]1[CH:16]=[CH:15][C:14]([CH2:17][C:18]([OH:20])=O)=[CH:13][CH:12]=1.[NH:22]1[CH2:26][CH2:25][CH2:24][C@H:23]1[CH2:27][O:28][C:29]1[CH:38]=[CH:37][C:32]([C:33]([O:35][CH3:36])=[O:34])=[CH:31][C:30]=1[C:39]([O:41][CH3:42])=[O:40].CCN(CC)CC. The catalyst is CN(C=O)C.CCOC(C)=O. The yield is 0.550. The product is [CH3:1][C:2]1[CH:7]=[CH:6][CH:5]=[CH:4][C:3]=1[NH:8][C:9](=[O:21])[NH:10][C:11]1[CH:12]=[CH:13][C:14]([CH2:17][C:18]([N:22]2[CH2:26][CH2:25][CH2:24][CH:23]2[CH2:27][O:28][C:29]2[CH:38]=[CH:37][C:32]([C:33]([O:35][CH3:36])=[O:34])=[CH:31][C:30]=2[C:39]([O:41][CH3:42])=[O:40])=[O:20])=[CH:15][CH:16]=1.